Dataset: Forward reaction prediction with 1.9M reactions from USPTO patents (1976-2016). Task: Predict the product of the given reaction. (1) Given the reactants [CH3:1][C:2]1[C:10]([CH2:11][CH2:12][N:13]2[CH2:18][CH2:17][CH:16]([C:19]([NH2:21])=[O:20])[CH2:15][CH2:14]2)=[CH:9][CH:8]=[C:7]2[C:3]=1[CH2:4][O:5][C:6]2=[O:22].Br[C:24]1[CH:31]=[CH:30][C:27]([C:28]#[N:29])=[C:26]([F:32])[CH:25]=1.CC1(C)C2C(=C(P(C3C=CC=CC=3)C3C=CC=CC=3)C=CC=2)OC2C(P(C3C=CC=CC=3)C3C=CC=CC=3)=CC=CC1=2.C([O-])([O-])=O.[Cs+].[Cs+], predict the reaction product. The product is: [C:28]([C:27]1[CH:30]=[CH:31][C:24]([NH:21][C:19]([CH:16]2[CH2:17][CH2:18][N:13]([CH2:12][CH2:11][C:10]3[C:2]([CH3:1])=[C:3]4[C:7](=[CH:8][CH:9]=3)[C:6](=[O:22])[O:5][CH2:4]4)[CH2:14][CH2:15]2)=[O:20])=[CH:25][C:26]=1[F:32])#[N:29]. (2) The product is: [CH3:3][O:4][C:5]1[CH:14]=[CH:13][CH:12]=[C:11]2[C:6]=1[CH2:7][C@@H:8]([CH3:20])[O:9][C:10]2([C:23]1[NH:39][CH2:37][CH2:24][N:22]=1)[CH3:15]. Given the reactants [H-].[Na+].[CH3:3][O:4][C:5]1[CH:14]=[CH:13][CH:12]=[C:11]2[C:6]=1[CH2:7][C@@H:8]([CH3:20])[O:9][CH:10]2[C:15](OCC)=O.C[N:22]([CH:24]=O)[CH3:23].IC.CCOC(C)=O.C(Cl)Cl.[CH2:37]([N:39](CC)CC)C, predict the reaction product. (3) Given the reactants [C:1]([C:3]1[C:4]([C:10]([F:13])([F:12])[F:11])=[N+:5]([O-:9])[CH:6]=[CH:7][CH:8]=1)#[N:2].[NH2:14][OH:15], predict the reaction product. The product is: [OH:15]/[N:14]=[C:1](/[C:3]1[C:4]([C:10]([F:13])([F:11])[F:12])=[N+:5]([O-:9])[CH:6]=[CH:7][CH:8]=1)\[NH2:2]. (4) Given the reactants C(N=C=NC(C)C)(C)C.[F:10][C:11]1[CH:16]=[CH:15][C:14]([C:17]2[C:25]3[C:24]([O:26][CH2:27][CH2:28][CH2:29][O:30][C:31]4[CH:32]=[C:33]([CH:37]=[CH:38][CH:39]=4)[C:34](O)=[O:35])=[N:23][CH:22]=[N:21][C:20]=3[S:19][CH:18]=2)=[CH:13][CH:12]=1.Cl.[NH2:41][CH2:42][C:43]([NH2:45])=[O:44].ON1C2C=CC=CC=2N=N1.C(N(C(C)C)CC)(C)C, predict the reaction product. The product is: [NH2:45][C:43](=[O:44])[CH2:42][NH:41][C:34](=[O:35])[C:33]1[CH:37]=[CH:38][CH:39]=[C:31]([O:30][CH2:29][CH2:28][CH2:27][O:26][C:24]2[C:25]3[C:17]([C:14]4[CH:15]=[CH:16][C:11]([F:10])=[CH:12][CH:13]=4)=[CH:18][S:19][C:20]=3[N:21]=[CH:22][N:23]=2)[CH:32]=1.